From a dataset of Forward reaction prediction with 1.9M reactions from USPTO patents (1976-2016). Predict the product of the given reaction. (1) Given the reactants [F:1][C:2]1[CH:10]=[CH:9][CH:8]=[CH:7][C:3]=1[C:4](Cl)=O.ClC1C=C(Cl)C=CC=1C1[C:24]([C:25]2[NH:26][CH:27]=[CH:28][N:29]=2)=[CH:23][N:22]=[C:21]([NH:30][CH2:31][CH2:32][NH:33][C:34]2[CH:39]=[CH:38][C:37]([N+:40]([O-:42])=[O:41])=[CH:36][N:35]=2)[N:20]=1, predict the reaction product. The product is: [F:1][C:2]1[CH:10]=[CH:9][CH:8]=[CH:7][C:3]=1[C:4]1[C:24]([C:25]2[NH:29][CH:28]=[CH:27][N:26]=2)=[CH:23][N:22]=[C:21]([NH:30][CH2:31][CH2:32][NH:33][C:34]2[CH:39]=[CH:38][C:37]([N+:40]([O-:42])=[O:41])=[CH:36][N:35]=2)[N:20]=1. (2) Given the reactants [Cl:1][C:2]1[CH:3]=[CH:4][C:5]([C:41]#[N:42])=[C:6]([C:8]2[C:13]([O:14][CH3:15])=[CH:12][N:11]([CH:16]([CH2:31][C@H:32]3[CH2:37][CH2:36][C@@H:35]([O:38][CH3:39])[CH2:34][CH2:33]3)[C:17]([NH:19][C:20]3[CH:30]=[CH:29][C:23]([C:24]([O:26]CC)=[O:25])=[CH:22][CH:21]=3)=[O:18])[C:10](=[O:40])[CH:9]=2)[CH:7]=1.C(=O)([O-])[O-].[Cs+].[Cs+].Cl, predict the reaction product. The product is: [Cl:1][C:2]1[CH:3]=[CH:4][C:5]([C:41]#[N:42])=[C:6]([C:8]2[C:13]([O:14][CH3:15])=[CH:12][N:11]([CH:16]([CH2:31][C@H:32]3[CH2:33][CH2:34][C@@H:35]([O:38][CH3:39])[CH2:36][CH2:37]3)[C:17]([NH:19][C:20]3[CH:30]=[CH:29][C:23]([C:24]([OH:26])=[O:25])=[CH:22][CH:21]=3)=[O:18])[C:10](=[O:40])[CH:9]=2)[CH:7]=1. (3) Given the reactants [CH2:1]([O:3][C:4](=[O:22])[CH2:5][C:6]1[CH:11]=[CH:10][CH:9]=[C:8]([CH2:12][NH:13][CH2:14][C:15]2[CH:20]=[CH:19][C:18]([CH3:21])=[CH:17][CH:16]=2)[CH:7]=1)[CH3:2].C(N(CC)CC)C.[CH3:30][S:31](Cl)(=[O:33])=[O:32].Cl, predict the reaction product. The product is: [CH2:1]([O:3][C:4](=[O:22])[CH2:5][C:6]1[CH:11]=[CH:10][CH:9]=[C:8]([CH2:12][N:13]([S:31]([CH3:30])(=[O:33])=[O:32])[CH2:14][C:15]2[CH:16]=[CH:17][C:18]([CH3:21])=[CH:19][CH:20]=2)[CH:7]=1)[CH3:2]. (4) The product is: [OH:1][C:2]12[CH:11]3[CH2:12][C:13]4[C:18]5[C:7]1([CH2:8][CH2:9][N:10]3[CH3:22])[C:6]([CH2:23][OH:24])([O:19][C:17]=5[C:16]([O:20][CH3:21])=[CH:15][CH:14]=4)[C:5](=[O:25])[CH2:4][CH2:3]2. Given the reactants [OH:1][C:2]12[CH:11]3[CH2:12][C:13]4[C:18]5[C:7]1([CH2:8][CH2:9][N:10]3[CH3:22])[C:6]([CH2:23][OH:24])([O:19][C:17]=5[C:16]([O:20][CH3:21])=[CH:15][CH:14]=4)[C:5](=[O:25])[CH:4]=[CH:3]2, predict the reaction product. (5) Given the reactants [Cl:1][C:2]1[C:10]2[N:9]=[C:8]3[N:11]([C:15]4[CH:16]=[CH:17][C:18]([C:22]#[N:23])=[N:19][C:20]=4[CH3:21])[CH2:12][CH2:13][CH2:14][N:7]3[C:6]=2[C:5]([CH:24]([O:29][CH:30]([F:32])[F:31])[C:25]([F:28])([F:27])[F:26])=[CH:4][CH:3]=1.C([OH:37])(C)(C)C, predict the reaction product. The product is: [Cl:1][C:2]1[C:10]2[N:9]=[C:8]3[N:11]([C:15]4[CH:16]=[CH:17][C:18]([C:22]([NH2:23])=[O:37])=[N:19][C:20]=4[CH3:21])[CH2:12][CH2:13][CH2:14][N:7]3[C:6]=2[C:5]([CH:24]([O:29][CH:30]([F:31])[F:32])[C:25]([F:28])([F:27])[F:26])=[CH:4][CH:3]=1. (6) Given the reactants [NH2:1][C@@H:2]([CH2:20][C:21]1[CH:26]=[CH:25][CH:24]=[CH:23][CH:22]=1)[C:3]([NH:5][C:6]1[CH:11]=[C:10]([C:12]2[CH:17]=[CH:16][N:15]=[C:14]([CH3:18])[CH:13]=2)[CH:9]=[C:8]([Cl:19])[CH:7]=1)=[O:4].C(O)(=O)C.[N:31]1[CH:36]=[CH:35][CH:34]=[CH:33][C:32]=1[CH:37]=O.C([BH3-])#N.[Na+].Cl, predict the reaction product. The product is: [Cl:19][C:8]1[CH:7]=[C:6]([NH:5][C:3](=[O:4])[C@@H:2]([NH:1][CH2:37][C:32]2[CH:33]=[CH:34][CH:35]=[CH:36][N:31]=2)[CH2:20][C:21]2[CH:26]=[CH:25][CH:24]=[CH:23][CH:22]=2)[CH:11]=[C:10]([C:12]2[CH:17]=[CH:16][N:15]=[C:14]([CH3:18])[CH:13]=2)[CH:9]=1. (7) Given the reactants [CH2:1]([N:8]1[C:12]2[CH:13]=[C:14](Cl)[C:15]3[N:16]([C:17]([CH3:20])=[N:18][N:19]=3)[C:11]=2[N:10]=[C:9]1[CH3:22])[C:2]1[CH:7]=[CH:6][CH:5]=[CH:4][CH:3]=1.Cl.[CH3:24][N:25]1[CH2:30][CH2:29][CH:28]([NH2:31])[CH2:27][CH2:26]1.CC([O-])(C)C.[Na+].CC1(C)C2C=CC=C(P(C3C=CC=CC=3)C3C=CC=CC=3)C=2OC2C1=CC=CC=2P(C1C=CC=CC=1)C1C=CC=CC=1, predict the reaction product. The product is: [CH2:1]([N:8]1[C:12]2[CH:13]=[C:14]([NH:31][CH:28]3[CH2:29][CH2:30][N:25]([CH3:24])[CH2:26][CH2:27]3)[C:15]3[N:16]([C:17]([CH3:20])=[N:18][N:19]=3)[C:11]=2[N:10]=[C:9]1[CH3:22])[C:2]1[CH:7]=[CH:6][CH:5]=[CH:4][CH:3]=1. (8) Given the reactants I[CH2:2][CH2:3][CH2:4][O:5][C:6]1[CH:11]=[CH:10][C:9]([NH:12][CH:13]=[C:14]2[C:22]3[C:17](=[CH:18][CH:19]=[CH:20][CH:21]=3)[NH:16][C:15]2=[O:23])=[CH:8][CH:7]=1.[NH:24]1[CH2:28][CH2:27][CH2:26][CH2:25]1, predict the reaction product. The product is: [N:24]1([CH2:2][CH2:3][CH2:4][O:5][C:6]2[CH:11]=[CH:10][C:9]([NH:12][CH:13]=[C:14]3[C:22]4[C:17](=[CH:18][CH:19]=[CH:20][CH:21]=4)[NH:16][C:15]3=[O:23])=[CH:8][CH:7]=2)[CH2:28][CH2:27][CH2:26][CH2:25]1. (9) Given the reactants C(OC([N:6]1[C:14]2[C:9](=[CH:10][C:11]([Br:15])=[CH:12][CH:13]=2)[C:8]([O:16][CH3:17])=[N:7]1)=O)C.BrC1C=CC=C2C=1C(OC)=NN2, predict the reaction product. The product is: [Br:15][C:11]1[CH:10]=[C:9]2[C:14](=[CH:13][CH:12]=1)[NH:6][N:7]=[C:8]2[O:16][CH3:17]. (10) Given the reactants Cl[CH2:2][CH:3]1[CH:7]([CH3:8])[O:6][C:5](=[O:9])[O:4]1.[F:10][C:11]1[CH:12]=[C:13]([NH:22][C:23]([C@@H:25]2[N:34]([C:35]([C@@H:37]3[CH2:40][C@H:39]([C:41]([OH:43])=[O:42])[CH2:38]3)=[O:36])[CH2:33][CH2:32][C:31]3[N:30]=[C:29]([O:44][CH3:45])[CH:28]=[CH:27][C:26]2=3)=[O:24])[CH:14]=[C:15]2[C:19]=1[C:18]([CH3:21])([CH3:20])[CH2:17][CH2:16]2.C(=O)([O-])[O-].[K+].[K+].O, predict the reaction product. The product is: [F:10][C:11]1[CH:12]=[C:13]([NH:22][C:23]([C@@H:25]2[N:34]([C:35]([C@@H:37]3[CH2:40][C@H:39]([C:41]([O:43][CH2:2][C:3]4[O:4][C:5](=[O:9])[O:6][C:7]=4[CH3:8])=[O:42])[CH2:38]3)=[O:36])[CH2:33][CH2:32][C:31]3[N:30]=[C:29]([O:44][CH3:45])[CH:28]=[CH:27][C:26]2=3)=[O:24])[CH:14]=[C:15]2[C:19]=1[C:18]([CH3:20])([CH3:21])[CH2:17][CH2:16]2.